From a dataset of Forward reaction prediction with 1.9M reactions from USPTO patents (1976-2016). Predict the product of the given reaction. (1) Given the reactants C(=O)([O-])O.[Na+].[F:6][C:7]1[CH:8]=[C:9]([N:19]2[C:24](=[O:25])[C:23]3[CH:26]=[CH:27][NH:28][C:22]=3[NH:21][C:20]2=[S:29])[CH:10]=[CH:11][C:12]=1[O:13][CH2:14][C:15]([F:18])([F:17])[F:16].I[CH2:31][CH3:32].CN(C)C=O, predict the reaction product. The product is: [CH2:31]([S:29][C:20]1[N:19]([C:9]2[CH:10]=[CH:11][C:12]([O:13][CH2:14][C:15]([F:16])([F:17])[F:18])=[C:7]([F:6])[CH:8]=2)[C:24](=[O:25])[C:23]2[CH:26]=[CH:27][NH:28][C:22]=2[N:21]=1)[CH3:32]. (2) Given the reactants [CH2:1]([O:8][C:9]1[CH:46]=[CH:45][C:12]([C:13]([O:15][C:16]2[CH:21]=[CH:20][C:19]([CH2:22][CH:23]([NH:31][C:32](=[O:42])[C:33]3[CH:38]=[CH:37][C:36]([N+:39]([O-])=O)=[CH:35][CH:34]=3)[C:24]([O:26][C:27]([CH3:30])([CH3:29])[CH3:28])=[O:25])=[CH:18][C:17]=2[O:43][CH3:44])=[O:14])=[CH:11][CH:10]=1)[CH2:2][CH2:3][CH2:4][CH2:5][CH2:6][CH3:7], predict the reaction product. The product is: [CH2:1]([O:8][C:9]1[CH:46]=[CH:45][C:12]([C:13]([O:15][C:16]2[CH:21]=[CH:20][C:19]([CH2:22][CH:23]([NH:31][C:32](=[O:42])[C:33]3[CH:38]=[CH:37][C:36]([NH2:39])=[CH:35][CH:34]=3)[C:24]([O:26][C:27]([CH3:28])([CH3:30])[CH3:29])=[O:25])=[CH:18][C:17]=2[O:43][CH3:44])=[O:14])=[CH:11][CH:10]=1)[CH2:2][CH2:3][CH2:4][CH2:5][CH2:6][CH3:7]. (3) Given the reactants [CH2:1]([O:3][C:4]([C:6]1[NH:15][C:14](=O)[C:13]2[C:8](=[CH:9][CH:10]=[C:11]([O:17][CH3:18])[CH:12]=2)[N:7]=1)=[O:5])[CH3:2].O=P(Cl)(Cl)[Cl:21], predict the reaction product. The product is: [CH2:1]([O:3][C:4]([C:6]1[N:15]=[C:14]([Cl:21])[C:13]2[C:8](=[CH:9][CH:10]=[C:11]([O:17][CH3:18])[CH:12]=2)[N:7]=1)=[O:5])[CH3:2]. (4) Given the reactants C(OC([N:8]1[CH2:12][C@H:11]([CH2:13][NH:14][C:15]2[CH:20]=[CH:19][C:18]([Cl:21])=[CH:17][CH:16]=2)[C@@H:10]([CH2:22][C:23]2[CH:28]=[CH:27][CH:26]=[CH:25][CH:24]=2)[CH2:9]1)=O)(C)(C)C.Br[CH2:30][C:31]1[CH:40]=[CH:39][CH:38]=[C:37]2[C:32]=1[CH:33]=[CH:34][C:35]([C:41]#[N:42])=[CH:36]2.CC#N.O.CC#N, predict the reaction product. The product is: [CH2:22]([C@H:10]1[CH2:9][NH:8][CH2:12][C@@H:11]1[CH2:13][N:14]([CH2:30][C:31]1[CH:40]=[CH:39][CH:38]=[C:37]2[C:32]=1[CH:33]=[CH:34][C:35]([C:41]#[N:42])=[CH:36]2)[C:15]1[CH:20]=[CH:19][C:18]([Cl:21])=[CH:17][CH:16]=1)[C:23]1[CH:24]=[CH:25][CH:26]=[CH:27][CH:28]=1.